From a dataset of Full USPTO retrosynthesis dataset with 1.9M reactions from patents (1976-2016). Predict the reactants needed to synthesize the given product. Given the product [OH:50][CH2:51][CH2:52][CH2:53][N:54]1[CH:58]=[C:57]([C:59]2[CH:64]=[CH:63][C:62]([NH:65][C:66]3[C:71]([C:72]([F:73])([F:74])[F:75])=[CH:70][N:69]=[C:68]([NH:76][C:77]4[CH:91]=[CH:90][C:80]([CH2:81][P:82](=[O:86])([OH:89])[O:83][CH2:84][CH3:85])=[CH:79][C:78]=4[O:92][CH3:93])[N:67]=3)=[C:61]([C:94](=[O:97])[NH:95][CH3:96])[C:60]=2[CH3:98])[CH:56]=[N:55]1, predict the reactants needed to synthesize it. The reactants are: C(N(CC)C(C1C=C(C2C=NN(CCCO)C=2)C=CC=1NC1C(C(F)(F)F)=CN=C(NC2C=CC(CP(=O)(O)OCC)=CC=2OC)N=1)=O)C.[OH:50][CH2:51][CH2:52][CH2:53][N:54]1[CH:58]=[C:57]([C:59]2[CH:64]=[CH:63][C:62]([NH:65][C:66]3[C:71]([C:72]([F:75])([F:74])[F:73])=[CH:70][N:69]=[C:68]([NH:76][C:77]4[CH:91]=[CH:90][C:80]([CH2:81][P:82](=[O:89])([O:86]CC)[O:83][CH2:84][CH3:85])=[CH:79][C:78]=4[O:92][CH3:93])[N:67]=3)=[C:61]([C:94](=[O:97])[NH:95][CH3:96])[C:60]=2[CH3:98])[CH:56]=[N:55]1.